From a dataset of NCI-60 drug combinations with 297,098 pairs across 59 cell lines. Regression. Given two drug SMILES strings and cell line genomic features, predict the synergy score measuring deviation from expected non-interaction effect. (1) Drug 1: CCN(CC)CCNC(=O)C1=C(NC(=C1C)C=C2C3=C(C=CC(=C3)F)NC2=O)C. Drug 2: CS(=O)(=O)OCCCCOS(=O)(=O)C. Cell line: U251. Synergy scores: CSS=8.14, Synergy_ZIP=-2.48, Synergy_Bliss=-1.02, Synergy_Loewe=-0.483, Synergy_HSA=-0.606. (2) Cell line: UO-31. Synergy scores: CSS=50.8, Synergy_ZIP=-1.35, Synergy_Bliss=1.68, Synergy_Loewe=-6.03, Synergy_HSA=3.91. Drug 2: CC1C(C(CC(O1)OC2CC(CC3=C2C(=C4C(=C3O)C(=O)C5=CC=CC=C5C4=O)O)(C(=O)C)O)N)O. Drug 1: COC1=NC(=NC2=C1N=CN2C3C(C(C(O3)CO)O)O)N.